This data is from Peptide-MHC class II binding affinity with 134,281 pairs from IEDB. The task is: Regression. Given a peptide amino acid sequence and an MHC pseudo amino acid sequence, predict their binding affinity value. This is MHC class II binding data. The binding affinity (normalized) is 0.360. The peptide sequence is ISATPEWATPFPHRK. The MHC is HLA-DQA10102-DQB10602 with pseudo-sequence HLA-DQA10102-DQB10602.